From a dataset of NCI-60 drug combinations with 297,098 pairs across 59 cell lines. Regression. Given two drug SMILES strings and cell line genomic features, predict the synergy score measuring deviation from expected non-interaction effect. (1) Drug 1: CC1OCC2C(O1)C(C(C(O2)OC3C4COC(=O)C4C(C5=CC6=C(C=C35)OCO6)C7=CC(=C(C(=C7)OC)O)OC)O)O. Drug 2: CC1(CCCN1)C2=NC3=C(C=CC=C3N2)C(=O)N. Cell line: SK-OV-3. Synergy scores: CSS=23.6, Synergy_ZIP=4.35, Synergy_Bliss=6.88, Synergy_Loewe=-24.7, Synergy_HSA=4.77. (2) Drug 1: CNC(=O)C1=CC=CC=C1SC2=CC3=C(C=C2)C(=NN3)C=CC4=CC=CC=N4. Drug 2: C1CCC(C(C1)N)N.C(=O)(C(=O)[O-])[O-].[Pt+4]. Cell line: NCI-H522. Synergy scores: CSS=20.0, Synergy_ZIP=0.0425, Synergy_Bliss=4.73, Synergy_Loewe=6.45, Synergy_HSA=6.25.